This data is from Forward reaction prediction with 1.9M reactions from USPTO patents (1976-2016). The task is: Predict the product of the given reaction. (1) Given the reactants [Br:1][C:2]1[CH:14]=[C:13]([F:15])[C:5]([CH2:6][NH:7][CH2:8][CH2:9][CH:10]([CH3:12])[CH3:11])=[C:4]([F:16])[CH:3]=1.[CH3:17][C:18]([O:21][C:22](O[C:22]([O:21][C:18]([CH3:20])([CH3:19])[CH3:17])=[O:23])=[O:23])([CH3:20])[CH3:19].C(=O)([O-])[O-].[K+].[K+].O, predict the reaction product. The product is: [C:18]([O:21][C:22](=[O:23])[N:7]([CH2:6][C:5]1[C:4]([F:16])=[CH:3][C:2]([Br:1])=[CH:14][C:13]=1[F:15])[CH2:8][CH2:9][CH:10]([CH3:11])[CH3:12])([CH3:20])([CH3:19])[CH3:17]. (2) Given the reactants Cl[C:2]1[C:3]2[C:4](=[CH:16][N:17](CC3C=CC(OC)=CC=3)[N:18]=2)[N:5]=[C:6]([C:8]2[CH:13]=[CH:12][CH:11]=[C:10]([O:14][CH3:15])[CH:9]=2)[N:7]=1.[CH3:28][O:29][C:30]1[CH:31]=[C:32]([CH:34]=[CH:35][C:36]=1[O:37][CH3:38])[NH2:33].Cl, predict the reaction product. The product is: [CH3:28][O:29][C:30]1[CH:31]=[C:32]([NH:33][C:2]2[C:3]3[NH:18][N:17]=[CH:16][C:4]=3[N:5]=[C:6]([C:8]3[CH:13]=[CH:12][CH:11]=[C:10]([O:14][CH3:15])[CH:9]=3)[N:7]=2)[CH:34]=[CH:35][C:36]=1[O:37][CH3:38]. (3) Given the reactants ClCCl.C(Cl)(=O)C(Cl)=O.CS(C)=O.[CH3:14][C:15]1[C:19]([CH:20]([OH:22])[CH3:21])=[C:18]([C:23]2[CH:28]=[CH:27][CH:26]=[CH:25][CH:24]=2)[O:17][N:16]=1, predict the reaction product. The product is: [CH3:14][C:15]1[C:19]([C:20](=[O:22])[CH3:21])=[C:18]([C:23]2[CH:28]=[CH:27][CH:26]=[CH:25][CH:24]=2)[O:17][N:16]=1. (4) Given the reactants Cl[C:2]1[N:7]=[C:6]([NH:8][CH2:9][CH2:10][CH3:11])[N:5]=[C:4]([NH:12][CH2:13][CH2:14][CH3:15])[N:3]=1.Cl.[CH3:17][NH:18][OH:19], predict the reaction product. The product is: [CH2:13]([NH:12][C:4]1[N:5]=[C:6]([NH:8][CH2:9][CH2:10][CH3:11])[N:7]=[C:2]([N:18]([CH3:17])[OH:19])[N:3]=1)[CH2:14][CH3:15].